This data is from Full USPTO retrosynthesis dataset with 1.9M reactions from patents (1976-2016). The task is: Predict the reactants needed to synthesize the given product. (1) The reactants are: [C:1]12(C(O)=O)[CH2:7][CH:4]([CH2:5][CH2:6]1)[CH:3]=[CH:2]2.[C:11]1(=O)OC(=O)[CH:13]=[CH:12]1.O.[OH-].[K+]. Given the product [CH2:13]1[CH:6]2[C@@H:1]3[CH:2]=[CH:3][C@H:4]([CH:5]2[CH:11]=[CH:12]1)[CH2:7]3, predict the reactants needed to synthesize it. (2) Given the product [CH2:1]([N:8]1[C:16]([NH:19][CH2:20][CH2:21][P:22]([OH:25])([OH:24])=[O:23])=[N:15][C:14]2[C:9]1=[N:10][CH:11]=[N:12][C:13]=2[NH2:18])[C:2]1[CH:7]=[CH:6][CH:5]=[CH:4][CH:3]=1, predict the reactants needed to synthesize it. The reactants are: [CH2:1]([N:8]1[C:16](Br)=[N:15][C:14]2[C:9]1=[N:10][CH:11]=[N:12][C:13]=2[NH2:18])[C:2]1[CH:7]=[CH:6][CH:5]=[CH:4][CH:3]=1.[NH2:19][CH2:20][CH2:21][P:22](=[O:25])([O-:24])[O-:23].[OH-].[Na+]. (3) Given the product [Cl:1][C:2]1[N:3]=[CH:4][CH:5]=[C:6]2[C:11]=1[N:10]=[CH:9][C:8]([O:12][CH2:13][CH2:14][O:28][CH3:24])=[CH:7]2, predict the reactants needed to synthesize it. The reactants are: [Cl:1][C:2]1[N:3]=[CH:4][CH:5]=[C:6]2[C:11]=1[N:10]=[CH:9][C:8]([O:12][CH2:13][CH:14]1CC1)=[CH:7]2.ClC1N=CC=C2C=1N=C[C:24]([OH:28])=C2. (4) The reactants are: Cl[C:2]1[CH:7]=[CH:6][C:5]([C:8]2[C:12]3[O:13][C:14]([N:18]4[CH2:23][CH2:22][O:21][CH2:20][CH2:19]4)=[CH:15][C:16](=[O:17])[C:11]=3[S:10][CH:9]=2)=[CH:4][CH:3]=1.F[B-](F)(F)F.C([PH+](C(C)(C)C)C(C)(C)C)(C)(C)C.[CH2:42]([NH2:49])[C:43]1[CH:48]=[CH:47][CH:46]=[CH:45][CH:44]=1.N12CCCN=C1CCCCC2.[O:61]1CCC[CH2:62]1. Given the product [CH2:42]([NH:49][C:62](=[O:61])[C:2]1[CH:7]=[CH:6][C:5]([C:8]2[C:12]3[O:13][C:14]([N:18]4[CH2:23][CH2:22][O:21][CH2:20][CH2:19]4)=[CH:15][C:16](=[O:17])[C:11]=3[S:10][CH:9]=2)=[CH:4][CH:3]=1)[C:43]1[CH:48]=[CH:47][CH:46]=[CH:45][CH:44]=1, predict the reactants needed to synthesize it. (5) Given the product [C:12]([CH2:11][C:5]1[CH:4]=[CH:3][C:2]([Cl:1])=[CH:10][C:6]=1[C:7]([OH:9])=[O:8])([OH:14])=[O:13], predict the reactants needed to synthesize it. The reactants are: [Cl:1][C:2]1[CH:3]=[CH:4][C:5]([CH2:11][C:12]([O:14]CC)=[O:13])=[C:6]([CH:10]=1)[C:7]([OH:9])=[O:8].[OH-].[Na+].